From a dataset of Full USPTO retrosynthesis dataset with 1.9M reactions from patents (1976-2016). Predict the reactants needed to synthesize the given product. (1) Given the product [F:17][C:14]1[CH:15]=[CH:16][C:11]2[C:3]3[C:4](=[CH:5][CH:6]=[CH:7][C:2]=3[F:1])[NH:8][C:12]=2[CH:13]=1, predict the reactants needed to synthesize it. The reactants are: [F:1][C:2]1[CH:7]=[CH:6][CH:5]=[C:4]([N+:8]([O-])=O)[C:3]=1[C:11]1[CH:16]=[CH:15][C:14]([F:17])=[CH:13][CH:12]=1.C1(P(C2C=CC=CC=2)C2C=CC=CC=2)C=CC=CC=1. (2) Given the product [CH2:10]([N:12]1[C:16]([O:17][C:18]2[CH:23]=[CH:22][C:21]([C:24]([F:26])([F:25])[F:27])=[CH:20][CH:19]=2)=[CH:15][C:14]([C:28]2[CH:29]=[C:30]([C:34]([NH:37][S:4]([CH2:3][C:2]([F:9])([F:8])[F:1])(=[O:6])=[O:5])([CH3:36])[CH3:35])[CH:31]=[CH:32][CH:33]=2)=[N:13]1)[CH3:11], predict the reactants needed to synthesize it. The reactants are: [F:1][C:2]([F:9])([F:8])[CH2:3][S:4](Cl)(=[O:6])=[O:5].[CH2:10]([N:12]1[C:16]([O:17][C:18]2[CH:23]=[CH:22][C:21]([C:24]([F:27])([F:26])[F:25])=[CH:20][CH:19]=2)=[CH:15][C:14]([C:28]2[CH:29]=[C:30]([C:34]([NH2:37])([CH3:36])[CH3:35])[CH:31]=[CH:32][CH:33]=2)=[N:13]1)[CH3:11].C(N(CC)CC)C.